From a dataset of Full USPTO retrosynthesis dataset with 1.9M reactions from patents (1976-2016). Predict the reactants needed to synthesize the given product. (1) The reactants are: N1CCCCC1.[N:7]([CH2:10][CH2:11][O:12][C:13]1[CH:20]=[CH:19][C:16]([CH:17]=O)=[CH:15][CH:14]=1)=[N+:8]=[N-:9].[CH2:21]([C:24]#[N:25])[C:22]#[N:23]. Given the product [N:7]([CH2:10][CH2:11][O:12][C:13]1[CH:20]=[CH:19][C:16]([CH:17]=[C:21]([C:24]#[N:25])[C:22]#[N:23])=[CH:15][CH:14]=1)=[N+:8]=[N-:9], predict the reactants needed to synthesize it. (2) Given the product [C:16]([O:15][C@@H:14]1[C@H:10]([O:9][C:1](=[O:8])[C:2]2[CH:7]=[CH:6][CH:5]=[CH:4][CH:3]=2)[C@@H:11]([CH2:26][O:27][C:28](=[O:35])[C:29]2[CH:30]=[CH:31][CH:32]=[CH:33][CH:34]=2)[O:12][C@:13]1([Br:36])[C:24]#[N:25])(=[O:23])[C:17]1[CH:22]=[CH:21][CH:20]=[CH:19][CH:18]=1, predict the reactants needed to synthesize it. The reactants are: [C:1]([O:9][C@H:10]1[C@@H:14]([O:15][C:16](=[O:23])[C:17]2[CH:22]=[CH:21][CH:20]=[CH:19][CH:18]=2)[C@H:13]([C:24]#[N:25])[O:12][C@@H:11]1[CH2:26][O:27][C:28](=[O:35])[C:29]1[CH:34]=[CH:33][CH:32]=[CH:31][CH:30]=1)(=[O:8])[C:2]1[CH:7]=[CH:6][CH:5]=[CH:4][CH:3]=1.[Br:36]N1C(=O)CCC1=O.